This data is from Full USPTO retrosynthesis dataset with 1.9M reactions from patents (1976-2016). The task is: Predict the reactants needed to synthesize the given product. (1) Given the product [CH3:31][C:2]1([CH3:1])[C:10]2[C:5](=[CH:6][C:7]([N+:22]([O-:24])=[O:23])=[C:8]([N:11]([CH2:32][CH3:33])[C:12](=[O:21])[CH2:13][CH2:14][C:15]3[CH:20]=[CH:19][CH:18]=[CH:17][CH:16]=3)[CH:9]=2)[N:4]([CH2:25][CH2:26][CH2:27][CH2:28][CH3:29])[C:3]1=[O:30], predict the reactants needed to synthesize it. The reactants are: [CH3:1][C:2]1([CH3:31])[C:10]2[C:5](=[CH:6][C:7]([N+:22]([O-:24])=[O:23])=[C:8]([NH:11][C:12](=[O:21])[CH2:13][CH2:14][C:15]3[CH:20]=[CH:19][CH:18]=[CH:17][CH:16]=3)[CH:9]=2)[N:4]([CH2:25][CH2:26][CH2:27][CH2:28][CH3:29])[C:3]1=[O:30].[CH2:32](I)[CH3:33]. (2) Given the product [CH2:1]([O:8][C:9]([N:11]1[CH2:15][CH2:14][CH2:13][C@H:12]1[C:16](=[O:30])[NH:17][C:18]1[S:19][CH:20]=[C:21]([C:23]2[CH:24]=[CH:25][C:26]([NH:29][S:34]([CH:31]3[CH2:33][CH2:32]3)(=[O:36])=[O:35])=[CH:27][CH:28]=2)[N:22]=1)=[O:10])[C:2]1[CH:3]=[CH:4][CH:5]=[CH:6][CH:7]=1, predict the reactants needed to synthesize it. The reactants are: [CH2:1]([O:8][C:9]([N:11]1[CH2:15][CH2:14][CH2:13][C@H:12]1[C:16](=[O:30])[NH:17][C:18]1[S:19][CH:20]=[C:21]([C:23]2[CH:28]=[CH:27][C:26]([NH2:29])=[CH:25][CH:24]=2)[N:22]=1)=[O:10])[C:2]1[CH:7]=[CH:6][CH:5]=[CH:4][CH:3]=1.[CH:31]1([S:34](Cl)(=[O:36])=[O:35])[CH2:33][CH2:32]1. (3) Given the product [Cl:72][C:69]1[CH:68]=[CH:67][C:66]([C:60]2[CH:59]=[CH:58][C:57]3[C:62](=[CH:63][C:64]([CH3:65])=[C:55]([C@H:49]([O:50][C:51]([CH3:53])([CH3:52])[CH3:54])[CH2:48][OH:47])[C:56]=3[C:73]3[CH:78]=[CH:77][C:76]([Cl:79])=[CH:75][CH:74]=3)[N:61]=2)=[CH:71][CH:70]=1, predict the reactants needed to synthesize it. The reactants are: C(OC[C@@H](OC(C)(C)C)C1C(C2C=CC(Cl)=CC=2)=C2C(=CC=1C)N=C(OS(C(F)(F)F)(=O)=O)C=C2)(=O)C(C)(C)C.C([O:47][CH2:48][C@H:49]([C:55]1[C:56]([C:73]2[CH:78]=[CH:77][C:76]([Cl:79])=[CH:75][CH:74]=2)=[C:57]2[C:62](=[CH:63][C:64]=1[CH3:65])[N:61]=[C:60]([C:66]1[CH:71]=[CH:70][C:69]([Cl:72])=[CH:68][CH:67]=1)[CH:59]=[CH:58]2)[O:50][C:51]([CH3:54])([CH3:53])[CH3:52])(=O)C(C)(C)C. (4) Given the product [F:1][C:2]1[CH:18]=[C:17]([CH2:19][CH2:20][C:21](=[O:37])[C:22]2[S:23][C:24]([C:27]3[CH:28]=[CH:29][C:30]([C:33]([F:36])([F:35])[F:34])=[CH:31][CH:32]=3)=[CH:25][CH:26]=2)[CH:16]=[CH:15][C:3]=1[O:4][C:5]([CH3:13])([CH3:14])[C:6]([OH:8])=[O:7], predict the reactants needed to synthesize it. The reactants are: [F:1][C:2]1[CH:18]=[C:17]([CH2:19][CH2:20][C:21](=[O:37])[C:22]2[S:23][C:24]([C:27]3[CH:32]=[CH:31][C:30]([C:33]([F:36])([F:35])[F:34])=[CH:29][CH:28]=3)=[CH:25][CH:26]=2)[CH:16]=[CH:15][C:3]=1[O:4][C:5]([CH3:14])([CH3:13])[C:6]([O:8]C(C)(C)C)=[O:7].FC(F)(F)C(O)=O. (5) Given the product [OH:25][CH:24]([CH2:26][OH:19])[CH2:23][O:4][C:5]1[CH:6]=[C:7]([CH:12]=[CH:13][CH:14]=1)[C:8]([O:10][CH3:11])=[O:9], predict the reactants needed to synthesize it. The reactants are: C([O:4][C:5]1[CH:6]=[C:7]([CH:12]=[CH:13][CH:14]=1)[C:8]([O:10][CH3:11])=[O:9])C=C.C[N+]1([O-])CC[O:19]CC1.[CH3:23][C:24]([CH3:26])=[O:25]. (6) Given the product [Br:15][C:16]1[CH:22]=[C:21]([O:23][C:24]([F:26])([F:27])[F:25])[CH:20]=[CH:19][C:17]=1[NH:18][C:9](=[O:11])[C:8]1[CH:7]=[C:6]([CH:5]=[CH:4][C:3]=1[O:2][CH3:1])[C:12]([NH2:14])=[O:13], predict the reactants needed to synthesize it. The reactants are: [CH3:1][O:2][C:3]1[C:8]([C:9]([OH:11])=O)=[CH:7][C:6]([C:12]([NH2:14])=[O:13])=[CH:5][CH:4]=1.[Br:15][C:16]1[CH:22]=[C:21]([O:23][C:24]([F:27])([F:26])[F:25])[CH:20]=[CH:19][C:17]=1[NH2:18]. (7) Given the product [F:1][C:2]1[CH:10]=[CH:9][CH:8]=[C:7]([I:11])[C:3]=1[C:4]([N:13]([CH3:14])[CH3:12])=[O:5], predict the reactants needed to synthesize it. The reactants are: [F:1][C:2]1[CH:10]=[CH:9][CH:8]=[C:7]([I:11])[C:3]=1[C:4](Cl)=[O:5].[CH3:12][NH:13][CH3:14].C1COCC1.